From a dataset of Catalyst prediction with 721,799 reactions and 888 catalyst types from USPTO. Predict which catalyst facilitates the given reaction. (1) Reactant: [F:1][C:2]1[CH:7]=[CH:6][C:5]([NH:8][C:9]([C:11]2[NH:12][C:13]3[C:18]([CH:19]=2)=[CH:17][C:16]([CH:20]2[CH2:25][CH2:24][NH:23][CH2:22][CH2:21]2)=[CH:15][CH:14]=3)=[O:10])=[CH:4][CH:3]=1.CI.[CH:28](N(C(C)C)CC)(C)C. Product: [F:1][C:2]1[CH:3]=[CH:4][C:5]([NH:8][C:9]([C:11]2[NH:12][C:13]3[C:18]([CH:19]=2)=[CH:17][C:16]([CH:20]2[CH2:25][CH2:24][N:23]([CH3:28])[CH2:22][CH2:21]2)=[CH:15][CH:14]=3)=[O:10])=[CH:6][CH:7]=1. The catalyst class is: 4. (2) Reactant: [H-].[Na+].[O:3]=[C:4]1[NH:12][C:11]2[C:6](=[N:7][C:8]([C:13]3[N:17]4[CH:18]=[C:19]([C:22]#[N:23])[CH:20]=[CH:21][C:16]4=[N:15][CH:14]=3)=[N:9][CH:10]=2)[N:5]1[CH:24]1[CH2:29][CH2:28][O:27][CH2:26][CH2:25]1.Cl[CH2:31][C@@H:32]1[CH2:34][O:33]1. Product: [O:33]1[CH2:34][C@H:32]1[CH2:31][N:12]1[C:11]2[C:6](=[N:7][C:8]([C:13]3[N:17]4[CH:18]=[C:19]([C:22]#[N:23])[CH:20]=[CH:21][C:16]4=[N:15][CH:14]=3)=[N:9][CH:10]=2)[N:5]([CH:24]2[CH2:29][CH2:28][O:27][CH2:26][CH2:25]2)[C:4]1=[O:3]. The catalyst class is: 3. (3) Reactant: [Cl:1][C:2]1[CH:11]=[CH:10][C:9]([F:12])=[C:8]2[C:3]=1[CH:4]=[C:5]([OH:13])[N:6]=[CH:7]2.C(N(CC)CC)C.[S:21](O[S:21]([C:24]([F:27])([F:26])[F:25])(=[O:23])=[O:22])([C:24]([F:27])([F:26])[F:25])(=[O:23])=[O:22].O. Product: [Cl:1][C:2]1[CH:11]=[CH:10][C:9]([F:12])=[C:8]2[C:3]=1[CH:4]=[C:5]([O:13][S:21]([C:24]([F:27])([F:26])[F:25])(=[O:23])=[O:22])[N:6]=[CH:7]2. The catalyst class is: 2. (4) Reactant: [CH2:1]([O:19][CH2:20][CH2:21][N:22]([CH2:28][CH2:29][O:30][CH2:31][CH2:32][CH2:33][CH2:34][CH2:35][CH2:36][CH2:37][CH2:38][CH:39]=[CH:40][CH2:41][CH2:42][CH2:43][CH2:44][CH2:45][CH2:46][CH2:47][CH3:48])[CH2:23][CH2:24][C:25](O)=[O:26])[CH2:2][CH2:3][CH2:4][CH2:5][CH2:6][CH2:7][CH2:8][CH:9]=[CH:10][CH2:11][CH2:12][CH2:13][CH2:14][CH2:15][CH2:16][CH2:17][CH3:18].C[N:50](C(ON1N=NC2C=CC=NC1=2)=[N+](C)C)C.F[P-](F)(F)(F)(F)F.CO.N.C(N(C(C)C)CC)(C)C. Product: [CH2:1]([O:19][CH2:20][CH2:21][N:22]([CH2:28][CH2:29][O:30][CH2:31][CH2:32][CH2:33][CH2:34][CH2:35][CH2:36][CH2:37][CH2:38]/[CH:39]=[CH:40]\[CH2:41][CH2:42][CH2:43][CH2:44][CH2:45][CH2:46][CH2:47][CH3:48])[CH2:23][CH2:24][C:25]([NH2:50])=[O:26])[CH2:2][CH2:3][CH2:4][CH2:5][CH2:6][CH2:7][CH2:8]/[CH:9]=[CH:10]\[CH2:11][CH2:12][CH2:13][CH2:14][CH2:15][CH2:16][CH2:17][CH3:18]. The catalyst class is: 22. (5) Reactant: [F-].C([N+](CCCC)(CCCC)CCCC)CCC.[CH3:19][O:20][C:21]1[CH:26]=[CH:25][C:24]([CH2:27][C:28]2[CH:33]=[CH:32][C:31]([C:34]#[C:35][Si](C(C)C)(C(C)C)C(C)C)=[CH:30][CH:29]=2)=[CH:23][C:22]=1[C@:46]1([O:64][C@H:63]([CH2:65][O:66]C(=O)C)[C@@H:58]([O:59]C(=O)C)[C@H:53]([O:54]C(=O)C)[C@H:48]1[O:49]C(=O)C)[OH:47].[OH-].[K+].Cl. Product: [CH3:19][O:20][C:21]1[CH:26]=[CH:25][C:24]([CH2:27][C:28]2[CH:29]=[CH:30][C:31]([C:34]#[CH:35])=[CH:32][CH:33]=2)=[CH:23][C:22]=1[C@:46]1([O:64][C@H:63]([CH2:65][OH:66])[C@@H:58]([OH:59])[C@H:53]([OH:54])[C@H:48]1[OH:49])[OH:47]. The catalyst class is: 83. (6) Reactant: C([O:5][C:6]([C@:8]1([CH3:13])[CH2:12][CH2:11][CH2:10][NH:9]1)=O)CCC.[NH3:14]. Product: [CH3:13][C@@:8]1([C:6]([NH2:14])=[O:5])[CH2:12][CH2:11][CH2:10][NH:9]1. The catalyst class is: 5. (7) Reactant: ClC(OC(Cl)C)=O.C[N:9]1[CH2:31][C:14]2=[C:15]3[C:19](=[CH:20][CH:21]=[C:13]2[O:12][CH2:11][CH2:10]1)[N:18]([S:22]([C:25]1[CH:30]=[CH:29][CH:28]=[CH:27][CH:26]=1)(=[O:24])=[O:23])[CH:17]=[CH:16]3.CN(C)C1C2C(=CC=CC=2N(C)C)C=CC=1.Cl.C(OCC)C. Product: [C:25]1([S:22]([N:18]2[C:19]3[C:15](=[C:14]4[CH2:31][NH:9][CH2:10][CH2:11][O:12][C:13]4=[CH:21][CH:20]=3)[CH:16]=[CH:17]2)(=[O:24])=[O:23])[CH:30]=[CH:29][CH:28]=[CH:27][CH:26]=1. The catalyst class is: 2. (8) Reactant: [F:1][C:2]1[CH:7]=[CH:6][C:5]([C:8]2[O:25][C:11]3=[N:12][C:13]([N:19]([CH3:24])[S:20]([CH3:23])(=[O:22])=[O:21])=[C:14](B(O)O)[CH:15]=[C:10]3[C:9]=2[C:26](=[O:29])[NH:27][CH3:28])=[CH:4][CH:3]=1.Cl[C:31]1[CH:40]=[CH:39][C:38]2[CH2:37][CH2:36][N:35]3[C:41]4[CH:42]=[CH:43][CH:44]=[C:45]([F:48])[C:46]=4[CH:47]=[C:34]3[C:33]=2[N:32]=1.C([O-])([O-])=O.[K+].[K+].CC(C1C=C(C(C)C)C(C2C=CC=CC=2P(C2CCCCC2)C2CCCCC2)=C(C(C)C)C=1)C. Product: [F:48][C:45]1[C:46]2[CH:47]=[C:34]3[C:33]4[N:32]=[C:31]([C:14]5[CH:15]=[C:10]6[C:9]([C:26]([NH:27][CH3:28])=[O:29])=[C:8]([C:5]7[CH:6]=[CH:7][C:2]([F:1])=[CH:3][CH:4]=7)[O:25][C:11]6=[N:12][C:13]=5[N:19]([CH3:24])[S:20]([CH3:23])(=[O:22])=[O:21])[CH:40]=[CH:39][C:38]=4[CH2:37][CH2:36][N:35]3[C:41]=2[CH:42]=[CH:43][CH:44]=1. The catalyst class is: 333. (9) Reactant: Cl[CH2:2][CH2:3][CH2:4][S:5]([N:8]1[CH2:13][CH2:12][CH:11]([NH:14][C:15]2[N:20]=[C:19]([C:21]3[N:22]([CH:27]([CH3:29])[CH3:28])[C:23]([CH3:26])=[N:24][CH:25]=3)[CH:18]=[CH:17][N:16]=2)[CH2:10][CH2:9]1)(=[O:7])=[O:6].[I-].[Na+].[NH2:32][CH:33]([CH2:36][CH3:37])[CH2:34][OH:35]. Product: [CH3:26][C:23]1[N:22]([CH:27]([CH3:29])[CH3:28])[C:21]([C:19]2[CH:18]=[CH:17][N:16]=[C:15]([NH:14][CH:11]3[CH2:12][CH2:13][N:8]([S:5]([CH2:4][CH2:3][CH2:2][NH:32][CH:33]([CH2:36][CH3:37])[CH2:34][OH:35])(=[O:7])=[O:6])[CH2:9][CH2:10]3)[N:20]=2)=[CH:25][N:24]=1. The catalyst class is: 1.